Predict the reaction yield, written as a fraction of the theoretical maximum amount of product (1.0 means a 100% yield; for example, 0.34 means a 34% yield). From a dataset of Reaction yield outcomes from USPTO patents with 853,638 reactions. (1) The reactants are [H-].[Na+].[N:3]1([C:10]2[N:15]=[C:14]([C:16]([N:18]3[CH2:22][CH2:21][C@@H:20]([O:23][C:24]4[CH:29]=[CH:28][CH:27]=[CH:26][C:25]=4[F:30])[CH2:19]3)=[O:17])[CH:13]=[CH:12][CH:11]=2)[CH2:9][CH2:8][CH2:7][NH:6][CH2:5][CH2:4]1.I[CH3:32].O. The catalyst is C1COCC1. The product is [F:30][C:25]1[CH:26]=[CH:27][CH:28]=[CH:29][C:24]=1[O:23][C@@H:20]1[CH2:21][CH2:22][N:18]([C:16]([C:14]2[CH:13]=[CH:12][CH:11]=[C:10]([N:3]3[CH2:9][CH2:8][CH2:7][N:6]([CH3:32])[CH2:5][CH2:4]3)[N:15]=2)=[O:17])[CH2:19]1. The yield is 0.160. (2) The reactants are C12(COC3C(C4CC4)=CC(C(O)=O)=CN=3)CC3CC(CC(C3)C1)C2.[CH:25]1([C:28]2[C:29]([O:38][CH2:39][C:40]34[CH2:50][C:44]5([F:51])[CH2:45][C:46]([F:49])([CH2:48][C:42]([F:52])([CH2:43]5)[CH2:41]3)[CH2:47]4)=[CH:30][C:31]([F:37])=[C:32]([CH:36]=2)[C:33](O)=[O:34])[CH2:27][CH2:26]1.CS(N)(=O)=O.[N:58]1([S:62]([NH2:65])(=[O:64])=[O:63])[CH2:61][CH2:60][CH2:59]1. No catalyst specified. The product is [N:58]1([S:62]([NH:65][C:33](=[O:34])[C:32]2[CH:36]=[C:28]([CH:25]3[CH2:26][CH2:27]3)[C:29]([O:38][CH2:39][C:40]34[CH2:50][C:44]5([F:51])[CH2:43][C:42]([F:52])([CH2:48][C:46]([F:49])([CH2:45]5)[CH2:47]3)[CH2:41]4)=[CH:30][C:31]=2[F:37])(=[O:64])=[O:63])[CH2:61][CH2:60][CH2:59]1. The yield is 0.470. (3) The product is [Cl:1][C:2]1[CH:3]=[C:4]2[C:13](=[C:14]3[C:19]=1[CH:18]=[CH:17][CH:16]=[N:15]3)[NH:12][S:11](=[O:21])(=[O:20])[C:10]1[C:5]2=[CH:6][C:7]([O:35][CH:32]2[CH2:33][CH2:34][NH:30][CH2:31]2)=[CH:8][CH:9]=1. The yield is 0.140. The reactants are [Cl:1][C:2]1[CH:3]=[C:4]2[C:13](=[C:14]3[C:19]=1[CH:18]=[CH:17][CH:16]=[N:15]3)[NH:12][S:11](=[O:21])(=[O:20])[C:10]1[C:5]2=[CH:6][C:7](F)=[CH:8][CH:9]=1.C([N:30]1[CH2:34][CH2:33][CH:32]([OH:35])[CH2:31]1)(OC(C)(C)C)=O.[H-].[Na+]. The catalyst is CN1C(=O)CCC1. (4) The reactants are [C:1]1([CH3:14])[CH:6]=[C:5]([CH3:7])[CH:4]=[C:3]([CH3:8])[C:2]=1[S:9]([O:12][NH2:13])(=[O:11])=[O:10].[CH3:15][C:16]1[CH:25]=[N:24][CH:23]=[CH:22][C:17]=1[C:18]([O:20][CH3:21])=[O:19]. The catalyst is ClCCl.C(OCC)C. The product is [CH3:8][C:3]1[CH:4]=[C:5]([CH3:7])[CH:6]=[C:1]([CH3:14])[C:2]=1[S:9]([O-:12])(=[O:11])=[O:10].[NH2:13][N+:24]1[CH:23]=[CH:22][C:17]([C:18]([O:20][CH3:21])=[O:19])=[C:16]([CH3:15])[CH:25]=1. The yield is 0.808. (5) The product is [Cl:8][C:9]1[CH:14]=[CH:13][C:12]([S:5]([CH:2]2[CH2:4][CH2:3]2)(=[O:7])=[O:6])=[C:11]([N+:16]([O-:18])=[O:17])[CH:10]=1. The reactants are [Na+].[CH:2]1([S:5]([O-:7])=[O:6])[CH2:4][CH2:3]1.[Cl:8][C:9]1[CH:14]=[CH:13][C:12](F)=[C:11]([N+:16]([O-:18])=[O:17])[CH:10]=1.O. The yield is 0.830. The catalyst is CN(C=O)C. (6) The reactants are C([S:4][C:5]1([CH2:16][CH:17]=[O:18])[CH2:8][N:7]([C:9]([O:11][C:12]([CH3:15])([CH3:14])[CH3:13])=[O:10])[CH2:6]1)(=O)C.[H-].[H-].[H-].[H-].[Li+].[Al+3]. The catalyst is CCOCC. The product is [OH:18][CH2:17][CH2:16][C:5]1([SH:4])[CH2:6][N:7]([C:9]([O:11][C:12]([CH3:14])([CH3:13])[CH3:15])=[O:10])[CH2:8]1. The yield is 0.650.